From a dataset of Peptide-MHC class I binding affinity with 185,985 pairs from IEDB/IMGT. Regression. Given a peptide amino acid sequence and an MHC pseudo amino acid sequence, predict their binding affinity value. This is MHC class I binding data. The peptide sequence is FKRKGGIGGY. The binding affinity (normalized) is 0. The MHC is HLA-A33:01 with pseudo-sequence HLA-A33:01.